Dataset: Catalyst prediction with 721,799 reactions and 888 catalyst types from USPTO. Task: Predict which catalyst facilitates the given reaction. Reactant: Cl.[CH3:2][O:3][C:4](=[O:14])[C@H:5]([CH2:7][C:8]1[CH:13]=[CH:12][CH:11]=[CH:10][CH:9]=1)[NH2:6].[C:15](=O)([O-:33])[O:16][CH:17](C1C=CC([N+]([O-])=O)=CC=1)[C:18]1[CH:23]=[CH:22][N:21]=[CH:20][CH:19]=1.CCN(C(C)C)C(C)C. Product: [CH3:2][O:3][C:4]([C@@H:5]([NH:6][C:15](=[O:33])[O:16][CH2:17][C:18]1[CH:23]=[CH:22][N:21]=[CH:20][CH:19]=1)[CH2:7][C:8]1[CH:13]=[CH:12][CH:11]=[CH:10][CH:9]=1)=[O:14]. The catalyst class is: 241.